Task: Binary Classification. Given a T-cell receptor sequence (or CDR3 region) and an epitope sequence, predict whether binding occurs between them.. Dataset: TCR-epitope binding with 47,182 pairs between 192 epitopes and 23,139 TCRs (1) The epitope is HLVDFQVTI. The TCR CDR3 sequence is CASSHGLWVDEQFF. Result: 1 (the TCR binds to the epitope). (2) The epitope is KLFIRQEEV. The TCR CDR3 sequence is CASSDRANTEAFF. Result: 0 (the TCR does not bind to the epitope). (3) The epitope is TPRVTGGGAM. The TCR CDR3 sequence is CASRVGAGNTEAFF. Result: 1 (the TCR binds to the epitope). (4) The epitope is ILKEPVHGV. The TCR CDR3 sequence is CASSQESPDRGLTETPDRVGTEAFF. Result: 0 (the TCR does not bind to the epitope). (5) The epitope is HLVDFQVTI. The TCR CDR3 sequence is CSGPGPVLLGDQPQHF. Result: 0 (the TCR does not bind to the epitope).